This data is from Full USPTO retrosynthesis dataset with 1.9M reactions from patents (1976-2016). The task is: Predict the reactants needed to synthesize the given product. The reactants are: [Cl:1][C:2]1[CH:10]=[CH:9][C:8]([N:11]2[CH:15]=[N:14][CH:13]=[N:12]2)=[CH:7][C:3]=1[C:4]([NH2:6])=[O:5].[CH3:16][N:17]1[CH2:22][CH2:21][N:20]([CH2:23][CH2:24][CH2:25][S:26]([C:29]2[CH:48]=[CH:47][C:32]3[N:33]=[C:34]([NH:36][C:37](=O)[O:38]C4C=CC(F)=CC=4)[S:35][C:31]=3[CH:30]=2)(=[O:28])=[O:27])[CH2:19][CH2:18]1.CC(C)([O-])C.[K+]. Given the product [Cl:1][C:2]1[CH:10]=[CH:9][C:8]([N:11]2[CH:15]=[N:14][CH:13]=[N:12]2)=[CH:7][C:3]=1[C:4]([NH:6][C:37](=[O:38])[NH:36][C:34]1[S:35][C:31]2[CH:30]=[C:29]([S:26]([CH2:25][CH2:24][CH2:23][N:20]3[CH2:21][CH2:22][N:17]([CH3:16])[CH2:18][CH2:19]3)(=[O:28])=[O:27])[CH:48]=[CH:47][C:32]=2[N:33]=1)=[O:5], predict the reactants needed to synthesize it.